This data is from Full USPTO retrosynthesis dataset with 1.9M reactions from patents (1976-2016). The task is: Predict the reactants needed to synthesize the given product. (1) The reactants are: I[C:2]1[CH:7]=[CH:6][CH:5]=[CH:4][C:3]=1[CH3:8].[C:9]([Si:11]([CH3:14])([CH3:13])[CH3:12])#[CH:10]. Given the product [CH3:12][Si:11]([CH3:14])([CH3:13])[C:9]#[C:10][C:2]1[CH:7]=[CH:6][CH:5]=[CH:4][C:3]=1[CH3:8], predict the reactants needed to synthesize it. (2) Given the product [F:40][C:37]1[CH:38]=[CH:39][C:34]([C:32](=[O:33])[CH2:31][N:15]2[CH2:16][CH:13]([CH2:12][S:9]([C:6]3[CH:7]=[CH:8][C:3]([F:2])=[CH:4][CH:5]=3)(=[O:11])=[O:10])[CH2:14]2)=[CH:35][CH:36]=1, predict the reactants needed to synthesize it. The reactants are: Cl.[F:2][C:3]1[CH:8]=[CH:7][C:6]([S:9]([CH2:12][CH:13]2[CH2:16][NH:15][CH2:14]2)(=[O:11])=[O:10])=[CH:5][CH:4]=1.CCN(CC)CC.BrC1C=CC=CC=1[CH2:31][C:32]([C:34]1[CH:39]=[CH:38][C:37]([F:40])=[CH:36][CH:35]=1)=[O:33]. (3) Given the product [C:15]([O:19][C:20]([NH:22][C@H:23]([CH:34]1[CH2:35][CH2:36][CH2:37][CH2:38][CH2:39]1)[C:24]([N:26]1[CH2:33][CH2:32][CH2:31][C@H:27]1[C:28]([NH:48][CH2:47][C:45]1[CH:46]=[C:41]([Cl:40])[CH:42]=[CH:43][C:44]=1[C:49]1[N:50]=[N:51][S:52][CH:53]=1)=[O:29])=[O:25])=[O:21])([CH3:18])([CH3:16])[CH3:17], predict the reactants needed to synthesize it. The reactants are: C(Cl)CCl.C1C=NC2N(O)N=NC=2C=1.[C:15]([O:19][C:20]([NH:22][C@H:23]([CH:34]1[CH2:39][CH2:38][CH2:37][CH2:36][CH2:35]1)[C:24]([N:26]1[CH2:33][CH2:32][CH2:31][C@H:27]1[C:28](O)=[O:29])=[O:25])=[O:21])([CH3:18])([CH3:17])[CH3:16].[Cl:40][C:41]1[CH:42]=[CH:43][C:44]([C:49]2[N:50]=[N:51][S:52][CH:53]=2)=[C:45]([CH2:47][NH2:48])[CH:46]=1. (4) Given the product [Cl:1][C:2]1[CH:10]=[CH:9][C:8]([C:11]2[C:12]([C@@H:28]([NH:38][C:39](=[O:55])[CH2:40][N:41]3[C:45]4[C:46]([F:50])([F:51])[C@@H:47]5[CH2:49][C@@H:48]5[C:44]=4[C:43]([CH:52]([F:53])[F:54])=[N:42]3)[CH2:29][C:30]3[CH:31]=[C:32]([F:37])[CH:33]=[C:34]([F:36])[CH:35]=3)=[N:13][C:14]([C:63]#[C:62][CH:64]3[O:69][CH2:68][CH2:67][NH:66][CH2:65]3)=[CH:15][CH:16]=2)=[C:7]2[C:3]=1[C:4]([NH:57][S:58]([CH3:61])(=[O:59])=[O:60])=[N:5][N:6]2[CH3:56], predict the reactants needed to synthesize it. The reactants are: [Cl:1][C:2]1[CH:10]=[CH:9][C:8]([C:11]2[C:12]([C@@H:28]([NH:38][C:39](=[O:55])[CH2:40][N:41]3[C:45]4[C:46]([F:51])([F:50])[C@@H:47]5[CH2:49][C@@H:48]5[C:44]=4[C:43]([CH:52]([F:54])[F:53])=[N:42]3)[CH2:29][C:30]3[CH:35]=[C:34]([F:36])[CH:33]=[C:32]([F:37])[CH:31]=3)=[N:13][C:14](C#CC(C)(N3CCOC3=O)C)=[CH:15][CH:16]=2)=[C:7]2[C:3]=1[C:4]([NH:57][S:58]([CH3:61])(=[O:60])=[O:59])=[N:5][N:6]2[CH3:56].[C:62]([CH:64]1[O:69][CH2:68][CH2:67][N:66](C(OC(C)(C)C)=O)[CH2:65]1)#[CH:63].C(O)(C(F)(F)F)=O. (5) The reactants are: [CH3:1][O:2][C:3]1[C:4](=[O:22])[C:5]([C:19](O)=[O:20])=[N:6][N:7]([C:9]2[CH:14]=[CH:13][CH:12]=[C:11]([C:15]([F:18])([F:17])[F:16])[CH:10]=2)[CH:8]=1.[CH3:23][C:24]([C:27]([O:29][CH3:30])=[O:28])([CH3:26])[NH2:25].C1C=CC2N(O)N=NC=2C=1.CCN=C=NCCCN(C)C.C(N(CC)C(C)C)(C)C. Given the product [CH3:1][O:2][C:3]1[C:4](=[O:22])[C:5]([C:19]([NH:25][C:24]([CH3:26])([C:27]([O:29][CH3:30])=[O:28])[CH3:23])=[O:20])=[N:6][N:7]([C:9]2[CH:14]=[CH:13][CH:12]=[C:11]([C:15]([F:18])([F:17])[F:16])[CH:10]=2)[CH:8]=1, predict the reactants needed to synthesize it. (6) Given the product [CH:7]1[CH:6]=[N:5][CH:4]=[C:3]2[CH2:24][O:23][C:10]3[CH:11]=[C:12]([NH2:15])[CH:13]=[CH:14][C:9]=3[C:8]=12, predict the reactants needed to synthesize it. The reactants are: OC[C:3]1[CH:4]=[N:5][CH:6]=[CH:7][C:8]=1[C:9]1[CH:14]=[CH:13][C:12]([NH:15]C(=O)OC(C)(C)C)=[CH:11][C:10]=1[O:23][CH3:24].O.Br. (7) Given the product [Br:1][C:2]1[CH:7]=[CH:6][C:5]([Cl:8])=[CH:4][C:3]=1[O:9][CH3:10], predict the reactants needed to synthesize it. The reactants are: [Br:1][C:2]1[CH:7]=[CH:6][C:5]([Cl:8])=[CH:4][C:3]=1[OH:9].[C:10](=O)([O-])[O-].[K+].[K+].CI.CN(C)C=O. (8) Given the product [CH:1]1([N:7]2[C:12]([OH:13])=[C:11]([C:14]([NH:16][CH2:17][C:18]([OH:20])=[O:19])=[O:15])[C:10](=[O:23])[N:9]([CH2:35][C:34]3[CH:37]=[CH:38][C:39]([F:40])=[C:32]([F:31])[CH:33]=3)[C:8]2=[O:24])[CH2:2][CH2:3][CH2:4][CH2:5][CH2:6]1, predict the reactants needed to synthesize it. The reactants are: [CH:1]1([N:7]2[C:12]([OH:13])=[C:11]([C:14]([NH:16][CH2:17][C:18]([O:20]CC)=[O:19])=[O:15])[C:10](=[O:23])[NH:9][C:8]2=[O:24])[CH2:6][CH2:5][CH2:4][CH2:3][CH2:2]1.C(=O)([O-])[O-].[K+].[K+].[F:31][C:32]1[CH:33]=[C:34]([CH:37]=[CH:38][C:39]=1[F:40])[CH2:35]Br.Cl.